Dataset: Full USPTO retrosynthesis dataset with 1.9M reactions from patents (1976-2016). Task: Predict the reactants needed to synthesize the given product. (1) Given the product [Cl:14][C:11]1[S:10][C:9]([C:7]([NH:6][CH2:5][C@H:4]([NH:15][C:16]([C:18]2[C:19]([CH3:36])=[N:20][C:21]([NH:25][CH2:26][CH2:27][CH2:28][C:29]3[CH:34]=[CH:33][CH:32]=[C:31]([OH:35])[CH:30]=3)=[N:22][C:23]=2[CH3:24])=[O:17])[C:3]([OH:37])=[O:2])=[O:8])=[CH:13][CH:12]=1, predict the reactants needed to synthesize it. The reactants are: C[O:2][C:3](=[O:37])[C@@H:4]([NH:15][C:16]([C:18]1[C:19]([CH3:36])=[N:20][C:21]([NH:25][CH2:26][CH2:27][CH2:28][C:29]2[CH:34]=[CH:33][CH:32]=[C:31]([OH:35])[CH:30]=2)=[N:22][C:23]=1[CH3:24])=[O:17])[CH2:5][NH:6][C:7]([C:9]1[S:10][C:11]([Cl:14])=[CH:12][CH:13]=1)=[O:8].O.[OH-].[Li+].S([O-])(O)(=O)=O.[K+]. (2) Given the product [CH3:1][CH:2]([CH3:21])[CH2:3][C@H:4]([NH:13][C:14](=[O:20])[O:15][C:16]([CH3:19])([CH3:18])[CH3:17])[C:5]([N:7]1[CH2:8][CH2:9][N:10]([C:34](=[O:35])[CH2:33][NH:32][C:22]([O:24][CH2:25][C:26]2[CH:27]=[CH:28][CH:29]=[CH:30][CH:31]=2)=[O:23])[CH2:11][CH2:12]1)=[O:6], predict the reactants needed to synthesize it. The reactants are: [CH3:1][CH:2]([CH3:21])[CH2:3][C@H:4]([NH:13][C:14](=[O:20])[O:15][C:16]([CH3:19])([CH3:18])[CH3:17])[C:5]([N:7]1[CH2:12][CH2:11][NH:10][CH2:9][CH2:8]1)=[O:6].[C:22]([NH:32][CH2:33][C:34](O)=[O:35])([O:24][CH2:25][C:26]1[CH:31]=[CH:30][CH:29]=[CH:28][CH:27]=1)=[O:23]. (3) Given the product [Cl:24][C:2]1[C:11]2[C:6](=[CH:7][C:8]([O:20][CH3:21])=[C:9]([O:12][CH2:13][CH2:14][CH2:15][S:16]([CH3:19])(=[O:18])=[O:17])[CH:10]=2)[N:5]=[CH:4][N:3]=1, predict the reactants needed to synthesize it. The reactants are: O[C:2]1[C:11]2[C:6](=[CH:7][C:8]([O:20][CH3:21])=[C:9]([O:12][CH2:13][CH2:14][CH2:15][S:16]([CH3:19])(=[O:18])=[O:17])[CH:10]=2)[N:5]=[CH:4][N:3]=1.O=P(Cl)(Cl)[Cl:24].